This data is from Peptide-MHC class I binding affinity with 185,985 pairs from IEDB/IMGT. The task is: Regression. Given a peptide amino acid sequence and an MHC pseudo amino acid sequence, predict their binding affinity value. This is MHC class I binding data. The peptide sequence is GTIAGGVCYY. The MHC is HLA-A68:01 with pseudo-sequence HLA-A68:01. The binding affinity (normalized) is 0.280.